This data is from Reaction yield outcomes from USPTO patents with 853,638 reactions. The task is: Predict the reaction yield, written as a fraction of the theoretical maximum amount of product (1.0 means a 100% yield; for example, 0.34 means a 34% yield). (1) The reactants are [C:1]([CH2:3][C:4]1([N:25]2[CH:29]=[C:28](B3OC(C)(C)C(C)(C)O3)[CH:27]=[N:26]2)[CH2:7][N:6]([C:8]2[C:22]([F:23])=[CH:21][C:11]([C:12]([NH:14][C@@H:15]([CH3:20])[C:16]([F:19])([F:18])[F:17])=[O:13])=[C:10]([F:24])[CH:9]=2)[CH2:5]1)#[N:2].Br[C:40]1[C:41]([CH3:46])=[N:42][NH:43][C:44]=1[CH3:45].C(=O)([O-])[O-].[Na+].[Na+].O. The catalyst is O1CCOCC1.C1C=CC([P]([Pd]([P](C2C=CC=CC=2)(C2C=CC=CC=2)C2C=CC=CC=2)([P](C2C=CC=CC=2)(C2C=CC=CC=2)C2C=CC=CC=2)[P](C2C=CC=CC=2)(C2C=CC=CC=2)C2C=CC=CC=2)(C2C=CC=CC=2)C2C=CC=CC=2)=CC=1. The product is [C:1]([CH2:3][C:4]1([N:25]2[CH:29]=[C:28]([C:40]3[C:41]([CH3:46])=[N:42][NH:43][C:44]=3[CH3:45])[CH:27]=[N:26]2)[CH2:5][N:6]([C:8]2[C:22]([F:23])=[CH:21][C:11]([C:12]([NH:14][C@@H:15]([CH3:20])[C:16]([F:17])([F:18])[F:19])=[O:13])=[C:10]([F:24])[CH:9]=2)[CH2:7]1)#[N:2]. The yield is 0.0970. (2) The reactants are C1C=C(Cl)C=C(C(OO)=[O:9])C=1.[Br:12][C:13]1[CH:18]=[CH:17][CH:16]=[C:15]([S:19][CH2:20][CH3:21])[CH:14]=1.C(Cl)Cl.[OH2:25]. No catalyst specified. The product is [Br:12][C:13]1[CH:18]=[CH:17][CH:16]=[C:15]([S:19]([CH2:20][CH3:21])(=[O:9])=[O:25])[CH:14]=1. The yield is 0.920.